From a dataset of Reaction yield outcomes from USPTO patents with 853,638 reactions. Predict the reaction yield, written as a fraction of the theoretical maximum amount of product (1.0 means a 100% yield; for example, 0.34 means a 34% yield). (1) The reactants are [Si]([O:8][CH2:9][C@@H:10]([CH3:24])[CH2:11][N:12]1[C:17]2[CH:18]=[C:19]([F:22])[CH:20]=[CH:21][C:16]=2[O:15][CH2:14][C:13]1=[O:23])(C(C)(C)C)(C)C.O.[F-].C([N+](CCCC)(CCCC)CCCC)CCC. The catalyst is CCCCCCC.CCOC(C)=O. The product is [F:22][C:19]1[CH:20]=[CH:21][C:16]2[O:15][CH2:14][C:13](=[O:23])[N:12]([CH2:11][C@H:10]([CH3:24])[CH2:9][OH:8])[C:17]=2[CH:18]=1. The yield is 0.950. (2) The reactants are [CH2:1]([O:8][C:9](=[O:22])[NH:10][C@H:11]1[C:20]2[C:15](=[CH:16][CH:17]=[CH:18][CH:19]=2)[NH:14][C@@H:13]([CH3:21])[CH2:12]1)[C:2]1[CH:7]=[CH:6][CH:5]=[CH:4][CH:3]=1.C(N(C(C)C)CC)(C)C.[CH3:32][N:33]([CH3:43])[C:34]1[CH:42]=[CH:41][C:37]([C:38](Cl)=[O:39])=[CH:36][CH:35]=1.O. The catalyst is C(Cl)Cl. The product is [CH2:1]([O:8][C:9](=[O:22])[NH:10][C@H:11]1[C:20]2[C:15](=[CH:16][CH:17]=[CH:18][CH:19]=2)[N:14]([C:38](=[O:39])[C:37]2[CH:36]=[CH:35][C:34]([N:33]([CH3:32])[CH3:43])=[CH:42][CH:41]=2)[C@@H:13]([CH3:21])[CH2:12]1)[C:2]1[CH:7]=[CH:6][CH:5]=[CH:4][CH:3]=1. The yield is 0.890. (3) The reactants are [Br:1][C:2]1[CH:3]=[C:4](C)[C:5](O)=[C:6]([CH:10]=1)[C:7](O)=O.[C:13]([O-:16])([O-])=[O:14].[K+].[K+].[CH3:19]I.[C:21]([O-:24])([O-])=O.[Cs+].[Cs+]. The catalyst is CC(C)=O.CN(C=O)C.O. The product is [Br:1][C:2]1[CH:10]=[C:6]([CH3:7])[C:5]([O:24][CH3:21])=[C:4]([CH:3]=1)[C:13]([O:16][CH3:19])=[O:14]. The yield is 0.770. (4) The reactants are [Cl:1][C:2]1[CH:3]=[C:4]([N:9]2[CH:13]=[C:12]([NH:14][CH2:15][CH2:16][N:17]3[CH2:22][CH2:21][O:20][CH2:19][CH2:18]3)[N:11]=[N:10]2)[CH:5]=[CH:6][C:7]=1[Cl:8].CCN(C(C)C)C(C)C.[CH3:32][S:33](Cl)(=[O:35])=[O:34]. The catalyst is C(Cl)Cl. The product is [Cl:1][C:2]1[CH:3]=[C:4]([N:9]2[CH:13]=[C:12]([N:14]([CH2:15][CH2:16][N:17]3[CH2:22][CH2:21][O:20][CH2:19][CH2:18]3)[S:33]([CH3:32])(=[O:35])=[O:34])[N:11]=[N:10]2)[CH:5]=[CH:6][C:7]=1[Cl:8]. The yield is 0.830. (5) The reactants are [N+:1]([C:4]1[CH:5]=[C:6]2[C:11](=[CH:12][CH:13]=1)[O:10][CH2:9][CH2:8][C:7]2=[O:14])([O-])=O.NN. The catalyst is [Ni].C(O)C. The product is [NH2:1][C:4]1[CH:5]=[C:6]2[C:11](=[CH:12][CH:13]=1)[O:10][CH2:9][CH2:8][C:7]2=[O:14]. The yield is 0.750. (6) The reactants are C[O:2][C:3]([C:5]1[C:9]([NH:10][C:11]([C:13]2[C:18]([NH:19][C:20]3[CH:21]=[N:22][CH:23]=[N:24][CH:25]=3)=[CH:17][CH:16]=[C:15]([CH:26]3[CH2:28][CH2:27]3)[N:14]=2)=[O:12])=[CH:8][N:7]([CH3:29])[N:6]=1)=[O:4].[OH-].[Na+]. The catalyst is CO.O. The product is [CH:26]1([C:15]2[N:14]=[C:13]([C:11]([NH:10][C:9]3[C:5]([C:3]([OH:4])=[O:2])=[N:6][N:7]([CH3:29])[CH:8]=3)=[O:12])[C:18]([NH:19][C:20]3[CH:25]=[N:24][CH:23]=[N:22][CH:21]=3)=[CH:17][CH:16]=2)[CH2:28][CH2:27]1. The yield is 0.450. (7) The reactants are [NH2:1][C:2]1[S:3][C:4]2[C:9]([NH:10][C@H:11]([CH2:14][CH2:15][CH3:16])[CH2:12][OH:13])=[N:8][C:7]([S:17]CC3C=CC=CC=3)=[N:6][C:5]=2[N:25]=1.[Na]. The catalyst is N. The product is [NH2:1][C:2]1[S:3][C:4]2[C:9]([NH:10][C@H:11]([CH2:14][CH2:15][CH3:16])[CH2:12][OH:13])=[N:8][C:7]([SH:17])=[N:6][C:5]=2[N:25]=1. The yield is 0.800.